From a dataset of Forward reaction prediction with 1.9M reactions from USPTO patents (1976-2016). Predict the product of the given reaction. (1) Given the reactants [Cl:1][C:2]1[CH:7]=[CH:6][CH:5]=[CH:4][C:3]=1[O:8][CH2:9][C@@H:10]([CH3:13])[CH2:11]Cl.[CH3:14][CH:15]([CH3:31])[C:16]([NH:18][C:19]1[CH:24]=[CH:23][CH:22]=[C:21]([CH:25]2[CH2:30][CH2:29][NH:28][CH2:27][CH2:26]2)[CH:20]=1)=[O:17], predict the reaction product. The product is: [Cl:1][C:2]1[CH:7]=[CH:6][CH:5]=[CH:4][C:3]=1[O:8][CH2:9][C@@H:10]([CH3:13])[CH2:11][N:28]1[CH2:29][CH2:30][CH:25]([C:21]2[CH:20]=[C:19]([NH:18][C:16](=[O:17])[CH:15]([CH3:14])[CH3:31])[CH:24]=[CH:23][CH:22]=2)[CH2:26][CH2:27]1. (2) Given the reactants [Cl:1][CH2:2][C:3]([C:5]1[CH:10]=[CH:9][CH:8]=[CH:7][CH:6]=1)=[O:4].[CH3:11][O:12][C:13]1[N:18]=[CH:17][C:16]([CH:19]([NH:31][C:32]2[CH:33]=[C:34]([CH:40]=[CH:41][CH:42]=2)[C:35]([O:37][CH2:38][CH3:39])=[O:36])[C:20](=[O:30])[O:21][C@@H:22]2[CH:27]3[CH2:28][CH2:29][N:24]([CH2:25][CH2:26]3)[CH2:23]2)=[CH:15][CH:14]=1, predict the reaction product. The product is: [Cl-:1].[CH2:38]([O:37][C:35]([C:34]1[CH:33]=[C:32]([NH:31][CH:19]([C:16]2[CH:17]=[N:18][C:13]([O:12][CH3:11])=[CH:14][CH:15]=2)[C:20]([O:21][C@@H:22]2[CH:27]3[CH2:28][CH2:29][N+:24]([CH2:2][C:3](=[O:4])[C:5]4[CH:10]=[CH:9][CH:8]=[CH:7][CH:6]=4)([CH2:25][CH2:26]3)[CH2:23]2)=[O:30])[CH:42]=[CH:41][CH:40]=1)=[O:36])[CH3:39].